From a dataset of Forward reaction prediction with 1.9M reactions from USPTO patents (1976-2016). Predict the product of the given reaction. (1) The product is: [NH2:1][C:2]1[CH:3]=[C:4]([CH:9]([CH2:15][CH3:16])[CH2:10][C:11]([O:13][CH3:14])=[O:12])[CH:5]=[CH:6][C:7]=1[Cl:8]. Given the reactants [NH2:1][C:2]1[CH:3]=[C:4]([C:9](=[CH:15][CH3:16])[CH2:10][C:11]([O:13][CH3:14])=[O:12])[CH:5]=[CH:6][C:7]=1[Cl:8].NC1C=C(C(CC)=CC(OC)=O)C=CC=1Cl, predict the reaction product. (2) Given the reactants [F:1][C:2]1[CH:7]=[CH:6][CH:5]=[C:4]([F:8])[C:3]=1[N:9]1[C:14]2[N:15]=[C:16]([N:29]3[CH2:34][CH2:33][CH:32]([N:35]4[CH2:40][CH2:39][CH:38]([CH3:41])[CH2:37][CH2:36]4)[CH2:31][CH2:30]3)[N:17]=[C:18]([C:19]3[CH:20]=[C:21]([CH:25]=[CH:26][C:27]=3[CH3:28])[C:22](O)=[O:23])[C:13]=2[CH:12]=[CH:11][C:10]1=[O:42].CN(C(ON1N=NC2C=CC=CC1=2)=[N+](C)C)C.F[P-](F)(F)(F)(F)F.C(N(CC)CC)C.[CH3:74][C:75]([CH3:79])([CH3:78])[CH2:76][NH2:77], predict the reaction product. The product is: [F:1][C:2]1[CH:7]=[CH:6][CH:5]=[C:4]([F:8])[C:3]=1[N:9]1[C:14]2[N:15]=[C:16]([N:29]3[CH2:30][CH2:31][CH:32]([N:35]4[CH2:36][CH2:37][CH:38]([CH3:41])[CH2:39][CH2:40]4)[CH2:33][CH2:34]3)[N:17]=[C:18]([C:19]3[CH:20]=[C:21]([CH:25]=[CH:26][C:27]=3[CH3:28])[C:22]([NH:77][CH2:76][C:75]([CH3:79])([CH3:78])[CH3:74])=[O:23])[C:13]=2[CH:12]=[CH:11][C:10]1=[O:42]. (3) Given the reactants S(Cl)(Cl)=O.CC(CCCC)C(O)=O.CC(CCCC)C(Cl)=O.[CH3:23][CH:24]([CH2:30][CH2:31][CH2:32][CH3:33])[C:25]([N:27]=[C:28]=[S:29])=[O:26].[Cl:34][C:35]1[CH:36]=[C:37]([CH:39]=[CH:40][C:41]=1[O:42][C:43]1[C:52]2[C:47](=[CH:48][C:49]([O:55][CH3:56])=[C:50]([O:53][CH3:54])[CH:51]=2)[N:46]=[CH:45][CH:44]=1)[NH2:38], predict the reaction product. The product is: [Cl:34][C:35]1[CH:36]=[C:37]([NH:38][C:28]([NH:27][C:25](=[O:26])[CH:24]([CH3:23])[CH2:30][CH2:31][CH2:32][CH3:33])=[S:29])[CH:39]=[CH:40][C:41]=1[O:42][C:43]1[C:52]2[C:47](=[CH:48][C:49]([O:55][CH3:56])=[C:50]([O:53][CH3:54])[CH:51]=2)[N:46]=[CH:45][CH:44]=1. (4) Given the reactants [CH3:1][C:2]1[CH:22]=[CH:21][CH:20]=[CH:19][C:3]=1[O:4][CH2:5][C:6]1[NH:14][C:13]2[C:8](=[N:9][CH:10]=[CH:11][C:12]=2[C:15]([O:17]C)=[O:16])[CH:7]=1, predict the reaction product. The product is: [CH3:1][C:2]1[CH:22]=[CH:21][CH:20]=[CH:19][C:3]=1[O:4][CH2:5][C:6]1[NH:14][C:13]2[C:8](=[N:9][CH:10]=[CH:11][C:12]=2[C:15]([OH:17])=[O:16])[CH:7]=1. (5) Given the reactants O=[C:2]([NH:8][C:9]1[CH:14]=[CH:13][CH:12]=[CH:11][C:10]=1[CH3:15])[C:3]([O:5][CH2:6][CH3:7])=[O:4].C1(P(C2C=CC=CC=2)C2C=CC=CC=2)C=CC=CC=1.C(Cl)(Cl)(Cl)[Cl:36], predict the reaction product. The product is: [Cl:36][C:2](=[N:8][C:9]1[CH:14]=[CH:13][CH:12]=[CH:11][C:10]=1[CH3:15])[C:3]([O:5][CH2:6][CH3:7])=[O:4]. (6) Given the reactants [C@H:1]1([N:10]([CH2:18]/[CH:19]=[CH:20]/[C:21]2[CH:22]=[C:23]3[CH2:38][C@@:28]4([C:36]5[C:31](=[N:32][CH:33]=[CH:34][CH:35]=5)[NH:30][C:29]4=[O:37])[CH2:27][C:24]3=[N:25][CH:26]=2)[C:11](=[O:17])[C:12]([CH3:16])([CH3:15])[CH2:13][I:14])[C:9]2[C:4](=[CH:5][CH:6]=[CH:7][CH:8]=2)[CH2:3][CH2:2]1.[CH3:39][C:40]([O:43][C:44](O[C:44]([O:43][C:40]([CH3:42])([CH3:41])[CH3:39])=[O:45])=[O:45])([CH3:42])[CH3:41].C(N(CC)CC)C, predict the reaction product. The product is: [C@H:1]1([N:10]([C:11](=[O:17])[C:12]([CH3:16])([CH3:15])[CH2:13][I:14])[CH2:18]/[CH:19]=[CH:20]/[C:21]2[CH:22]=[C:23]3[CH2:38][C@@:28]4([C:36]5[C:31](=[N:32][CH:33]=[CH:34][CH:35]=5)[N:30]([C:44]([O:43][C:40]([CH3:42])([CH3:41])[CH3:39])=[O:45])[C:29]4=[O:37])[CH2:27][C:24]3=[N:25][CH:26]=2)[C:9]2[C:4](=[CH:5][CH:6]=[CH:7][CH:8]=2)[CH2:3][CH2:2]1. (7) Given the reactants [CH3:1][N:2]1[C:6]([N:7]2[CH2:13][CH2:12][CH2:11][CH:10]([NH:14][C:15](=[O:21])[O:16][C:17]([CH3:20])([CH3:19])[CH3:18])[CH2:9][CH2:8]2)=[C:5]([N+:22]([O-])=O)[CH:4]=[N:3]1.[NH4+].[Cl-].CCO, predict the reaction product. The product is: [NH2:22][C:5]1[CH:4]=[N:3][N:2]([CH3:1])[C:6]=1[N:7]1[CH2:13][CH2:12][CH2:11][CH:10]([NH:14][C:15](=[O:21])[O:16][C:17]([CH3:18])([CH3:19])[CH3:20])[CH2:9][CH2:8]1.